From a dataset of Forward reaction prediction with 1.9M reactions from USPTO patents (1976-2016). Predict the product of the given reaction. (1) The product is: [C:27]([O:24][CH2:23][C:8]1[N:7]([CH2:6][C:5]2[CH:25]=[CH:26][C:2]([CH3:1])=[CH:3][CH:4]=2)[C:15]2[C:10]([CH:9]=1)=[CH:11][C:12]([C:16]1[CH:21]=[CH:20][CH:19]=[C:18]([CH3:22])[CH:17]=1)=[CH:13][CH:14]=2)(=[O:29])[CH3:28]. Given the reactants [CH3:1][C:2]1[CH:26]=[CH:25][C:5]([CH2:6][N:7]2[C:15]3[C:10](=[CH:11][C:12]([C:16]4[CH:21]=[CH:20][CH:19]=[C:18]([CH3:22])[CH:17]=4)=[CH:13][CH:14]=3)[CH:9]=[C:8]2[CH2:23][OH:24])=[CH:4][CH:3]=1.[C:27](Cl)(=[O:29])[CH3:28], predict the reaction product. (2) Given the reactants [Br:1][C:2]1[C:6]([Br:7])=[CH:5][S:4][C:3]=1[S:8](Cl)(=[O:10])=[O:9].[NH2:12][C:13]1[CH:14]=[C:15]([OH:23])[C:16](=[CH:21][CH:22]=1)[C:17]([O:19][CH3:20])=[O:18].N1C=CC=CC=1, predict the reaction product. The product is: [Br:1][C:2]1[C:6]([Br:7])=[CH:5][S:4][C:3]=1[S:8]([NH:12][C:13]1[CH:22]=[CH:21][C:16]([C:17]([O:19][CH3:20])=[O:18])=[C:15]([OH:23])[CH:14]=1)(=[O:10])=[O:9]. (3) Given the reactants CC(OI1(OC(C)=O)(OC(C)=O)OC(=O)C2C1=CC=CC=2)=O.[Cl:23][C:24]1[CH:25]=[C:26]2[N:44]([CH2:45][O:46][CH2:47][CH2:48][Si:49]([CH3:52])([CH3:51])[CH3:50])[C:43]([O:53][C@@H:54]3[CH2:58][O:57][C@H:56]([CH2:59][O:60][Si:61]([C:67]([CH3:70])([CH3:69])[CH3:68])([C:63]([CH3:66])([CH3:65])[CH3:64])[OH:62])[C@H:55]3[OH:71])=[N:42][C:27]2=[N:28][C:29]=1[C:30]1[CH:35]=[CH:34][C:33]([C:36]2[CH:41]=[CH:40][CH:39]=[CH:38][CH:37]=2)=[CH:32][CH:31]=1, predict the reaction product. The product is: [Cl:23][C:24]1[CH:25]=[C:26]2[N:44]([CH2:45][O:46][CH2:47][CH2:48][Si:49]([CH3:51])([CH3:52])[CH3:50])[C:43]([O:53][C@@H:54]3[CH2:58][O:57][C@H:56]([CH2:59][O:60][Si:61]([C:63]([CH3:66])([CH3:65])[CH3:64])([C:67]([CH3:68])([CH3:69])[CH3:70])[OH:62])[C:55]3=[O:71])=[N:42][C:27]2=[N:28][C:29]=1[C:30]1[CH:35]=[CH:34][C:33]([C:36]2[CH:41]=[CH:40][CH:39]=[CH:38][CH:37]=2)=[CH:32][CH:31]=1. (4) Given the reactants [O:1]=[C:2]1[C:10]2[C:5](=[CH:6][C:7]([C:11]3[N:12]=[C:13]([CH:22]=O)[NH:14][C:15]=3[C:16]3[CH:21]=[CH:20][N:19]=[CH:18][CH:17]=3)=[CH:8][CH:9]=2)[CH2:4][CH2:3]1.[NH:24]1[CH2:29][CH2:28][CH2:27][CH2:26][CH2:25]1, predict the reaction product. The product is: [N:24]1([CH2:22][C:13]2[NH:14][C:15]([C:16]3[CH:21]=[CH:20][N:19]=[CH:18][CH:17]=3)=[C:11]([C:7]3[CH:6]=[C:5]4[C:10](=[CH:9][CH:8]=3)[C:2](=[O:1])[CH2:3][CH2:4]4)[N:12]=2)[CH2:29][CH2:28][CH2:27][CH2:26][CH2:25]1. (5) The product is: [CH3:35][N+:5]([CH3:4])([CH3:34])[CH2:6][C@H:7]([NH:16][C:17]([NH:19][CH2:20][CH2:21][CH2:22][CH2:23][CH2:24][CH2:25][O:26][CH2:27][CH2:28][CH2:29][CH2:30][CH2:31][CH2:32][CH3:33])=[O:18])[CH2:8][C:9]([O-:11])=[O:10]. Given the reactants C([O-])=O.[CH3:4][N+:5]([CH3:35])([CH3:34])[CH2:6][C@H:7]([NH:16][C:17]([NH:19][CH2:20][CH2:21][CH2:22][CH2:23][CH2:24][CH2:25][O:26][CH2:27][CH2:28][CH2:29][CH2:30][CH2:31][CH2:32][CH3:33])=[O:18])[CH2:8][C:9]([O:11]CC(C)C)=[O:10], predict the reaction product. (6) Given the reactants [N:1]1[C:6]2[CH2:7][NH:8][CH2:9][CH2:10][C:5]=2[C:4](=[O:11])[NH:3][CH:2]=1.Cl[C:13]1[CH:18]=[CH:17][C:16]([C:19]([F:22])([F:21])[F:20])=[CH:15][N:14]=1.C(N(CC)C(C)C)(C)C.CN1CCCC1=O, predict the reaction product. The product is: [F:20][C:19]([F:22])([F:21])[C:16]1[CH:17]=[CH:18][C:13]([N:8]2[CH2:9][CH2:10][C:5]3[C:4](=[O:11])[NH:3][CH:2]=[N:1][C:6]=3[CH2:7]2)=[N:14][CH:15]=1. (7) Given the reactants [Br:1][C:2]1[CH:3]=[C:4]([CH:7]=[CH:8][C:9]=1[O:10][CH3:11])[CH2:5]Br.[F:12][C:13]1[CH:18]=[CH:17][C:16](B(O)O)=[CH:15][CH:14]=1.P([O-])([O-])([O-])=O.[K+].[K+].[K+].C(COC)OC, predict the reaction product. The product is: [Br:1][C:2]1[CH:3]=[C:4]([CH2:5][C:16]2[CH:17]=[CH:18][C:13]([F:12])=[CH:14][CH:15]=2)[CH:7]=[CH:8][C:9]=1[O:10][CH3:11].